Dataset: Forward reaction prediction with 1.9M reactions from USPTO patents (1976-2016). Task: Predict the product of the given reaction. (1) Given the reactants [NH2:1][CH2:2][CH2:3][N:4]1[CH:8]=[C:7]([NH:9][C:10]([C:12]2[N:13]=[CH:14][O:15][C:16]=2[C:17]2[CH:18]=[C:19]([CH3:23])[CH:20]=[CH:21][CH:22]=2)=[O:11])C=N1.[NH:24]1C=C(N)N=[CH:25]1, predict the reaction product. The product is: [NH2:1][CH2:2][CH2:3][N:4]1[CH:8]=[C:7]([NH:9][C:10]([C:12]2[N:13]=[CH:14][O:15][C:16]=2[C:17]2[CH:18]=[C:19]([CH3:23])[CH:20]=[CH:21][CH:22]=2)=[O:11])[N:24]=[CH:25]1. (2) Given the reactants Cl.Cl.[O:3]1[C:7]2[CH:8]=[CH:9][CH:10]=[C:11]([CH:12]3[CH2:17][CH2:16][N:15]([CH2:18][CH2:19][C@H:20]4[CH2:25][CH2:24][C@H:23]([NH2:26])[CH2:22][CH2:21]4)[CH2:14][CH2:13]3)[C:6]=2[CH2:5][CH2:4]1.[C:27](O)(=[O:30])[CH2:28][CH3:29], predict the reaction product. The product is: [O:3]1[C:7]2[CH:8]=[CH:9][CH:10]=[C:11]([CH:12]3[CH2:17][CH2:16][N:15]([CH2:18][CH2:19][C@H:20]4[CH2:21][CH2:22][C@H:23]([NH:26][C:27](=[O:30])[CH2:28][CH3:29])[CH2:24][CH2:25]4)[CH2:14][CH2:13]3)[C:6]=2[CH2:5][CH2:4]1.